This data is from Reaction yield outcomes from USPTO patents with 853,638 reactions. The task is: Predict the reaction yield, written as a fraction of the theoretical maximum amount of product (1.0 means a 100% yield; for example, 0.34 means a 34% yield). (1) The reactants are [Cl:1][C:2]1[CH:3]=[CH:4][C:5]2[N:6]([C:8]([C:11]([C:13]3[CH:14]=[C:15]4[C:20](=[CH:21][C:22]=3[F:23])[N:19]=[CH:18][CH:17]=[CH:16]4)=[O:12])=[CH:9][N:10]=2)[N:7]=1.[CH2:24]1COCC1. No catalyst specified. The product is [Cl:1][C:2]1[CH:3]=[CH:4][C:5]2[N:6]([C:8]([C:11]([C:13]3[CH:14]=[C:15]4[C:20](=[CH:21][C:22]=3[F:23])[N:19]=[CH:18][CH:17]=[CH:16]4)([OH:12])[CH3:24])=[CH:9][N:10]=2)[N:7]=1. The yield is 0.950. (2) The reactants are [Cl:1][C:2]1[N:7]=[CH:6][C:5]([O:8][C:9]2[CH:10]=[CH:11][C:12]([N+:24]([O-])=O)=[C:13]([CH2:15][NH:16][C:17](=[O:23])[O:18][C:19]([CH3:22])([CH3:21])[CH3:20])[CH:14]=2)=[CH:4][CH:3]=1.[Cl-].[NH4+].C(O)C. The catalyst is [Fe].O. The product is [NH2:24][C:12]1[CH:11]=[CH:10][C:9]([O:8][C:5]2[CH:6]=[N:7][C:2]([Cl:1])=[CH:3][CH:4]=2)=[CH:14][C:13]=1[CH2:15][NH:16][C:17](=[O:23])[O:18][C:19]([CH3:21])([CH3:20])[CH3:22]. The yield is 0.990. (3) The reactants are C(O[C:4]([C:6]1[N:14]([CH3:15])[C:13]2[CH:12]=[CH:11][N:10]=[CH:9][C:8]=2[C:7]=1[NH:16][C:17]1[CH:22]=[CH:21][C:20]([I:23])=[CH:19][C:18]=1[F:24])=[O:5])C.[OH-].[Na+].[CH3:27][C:28]1([CH3:36])[O:32][C@@H:31]([CH2:33][O:34][NH2:35])[CH2:30][O:29]1.CCN=C=NCCCN(C)C.C1C=CC2N(O)N=NC=2C=1.CCN(C(C)C)C(C)C. The catalyst is C1COCC1.C(O)C. The product is [CH3:27][C:28]1([CH3:36])[O:32][C@@H:31]([CH2:33][O:34][NH:35][C:4]([C:6]2[N:14]([CH3:15])[C:13]3[CH:12]=[CH:11][N:10]=[CH:9][C:8]=3[C:7]=2[NH:16][C:17]2[CH:22]=[CH:21][C:20]([I:23])=[CH:19][C:18]=2[F:24])=[O:5])[CH2:30][O:29]1. The yield is 0.650. (4) The yield is 0.330. The reactants are C([Sn](CCCC)(CCCC)[C:6]1[CH:11]=[CH:10][CH:9]=[CH:8][N:7]=1)CCC.Br[C:21]1[C:26]([F:27])=[C:25]([N+:28]([O-:30])=[O:29])[CH:24]=[CH:23][C:22]=1[F:31]. The product is [F:27][C:26]1[C:25]([N+:28]([O-:30])=[O:29])=[CH:24][CH:23]=[C:22]([F:31])[C:21]=1[C:6]1[CH:11]=[CH:10][CH:9]=[CH:8][N:7]=1. The catalyst is O1CCOCC1.C1C=CC([P]([Pd]([P](C2C=CC=CC=2)(C2C=CC=CC=2)C2C=CC=CC=2)([P](C2C=CC=CC=2)(C2C=CC=CC=2)C2C=CC=CC=2)[P](C2C=CC=CC=2)(C2C=CC=CC=2)C2C=CC=CC=2)(C2C=CC=CC=2)C2C=CC=CC=2)=CC=1. (5) The reactants are [C:1]1([C:7]2[N:8]=[C:9]([C:12]3([CH2:18][NH2:19])[CH2:17][CH2:16][O:15][CH2:14][CH2:13]3)[S:10][CH:11]=2)[CH:6]=[CH:5][CH:4]=[CH:3][CH:2]=1.[CH2:20]([C:22]1[CH:23]=[C:24]([CH:28]=[C:29]([C:31]2[N:35]=[C:34]([C:36]([F:39])([F:38])[F:37])[O:33][N:32]=2)[CH:30]=1)[C:25](O)=[O:26])[CH3:21]. No catalyst specified. The product is [CH2:20]([C:22]1[CH:23]=[C:24]([CH:28]=[C:29]([C:31]2[N:35]=[C:34]([C:36]([F:39])([F:38])[F:37])[O:33][N:32]=2)[CH:30]=1)[C:25]([NH:19][CH2:18][C:12]1([C:9]2[S:10][CH:11]=[C:7]([C:1]3[CH:2]=[CH:3][CH:4]=[CH:5][CH:6]=3)[N:8]=2)[CH2:13][CH2:14][O:15][CH2:16][CH2:17]1)=[O:26])[CH3:21]. The yield is 0.450.